Dataset: Reaction yield outcomes from USPTO patents with 853,638 reactions. Task: Predict the reaction yield, written as a fraction of the theoretical maximum amount of product (1.0 means a 100% yield; for example, 0.34 means a 34% yield). The yield is 0.500. The reactants are [H-].[Na+].F[C:4]1[CH:9]=[C:8]([N+:10]([O-:12])=[O:11])[CH:7]=[CH:6][C:5]=1[N:13]1[CH:17]=[N:16][C:15]([CH3:18])=[N:14]1.[CH2:19]([OH:22])[CH:20]=[CH2:21]. The catalyst is CN(C=O)C. The product is [CH2:19]([O:22][C:4]1[CH:9]=[C:8]([N+:10]([O-:12])=[O:11])[CH:7]=[CH:6][C:5]=1[N:13]1[CH:17]=[N:16][C:15]([CH3:18])=[N:14]1)[CH:20]=[CH2:21].